From a dataset of HIV replication inhibition screening data with 41,000+ compounds from the AIDS Antiviral Screen. Binary Classification. Given a drug SMILES string, predict its activity (active/inactive) in a high-throughput screening assay against a specified biological target. (1) The compound is COC(=O)C1=C(C(=O)OC)C2(C)CCC(=O)C1O2. The result is 0 (inactive). (2) The compound is CC(=O)NNC(=S)NC=Cc1c(C)ccc([N+](=O)[O-])c1[N+](=O)[O-]. The result is 0 (inactive). (3) The compound is CC(C=CC1=C(C)CCCC1(C)C)=CC=CC(C)=CC=NN=CC=C(C)C=CC=C(C)C=CC1=C(C)CCCC1(C)C. The result is 0 (inactive). (4) The drug is CC(=O)OC1CCc2c(cc(N)c3c2C(=O)CC2(C)C(C(C)CCCC(C)C)CCC32C)C1(C)C. The result is 0 (inactive). (5) The compound is COC(=O)c1cc(C(=O)OC)c2c3nc[nH]c3ncn2c1=O. The result is 0 (inactive). (6) The drug is CN(C)C1COC2Cc3ccccc3C1O2. The result is 0 (inactive).